From a dataset of Catalyst prediction with 721,799 reactions and 888 catalyst types from USPTO. Predict which catalyst facilitates the given reaction. (1) Reactant: [C:1]([O:5][C:6]([N:8]1[CH2:11][CH:10]([O:12][C:13]2[CH:18]=[C:17]([Br:19])[CH:16]=[CH:15][C:14]=2C=O)[CH2:9]1)=[O:7])([CH3:4])([CH3:3])[CH3:2].C1C=C(Cl)C=C(C(OO)=[O:30])C=1. Product: [C:1]([O:5][C:6]([N:8]1[CH2:11][CH:10]([O:12][C:13]2[CH:18]=[C:17]([Br:19])[CH:16]=[CH:15][C:14]=2[OH:30])[CH2:9]1)=[O:7])([CH3:4])([CH3:3])[CH3:2]. The catalyst class is: 2. (2) Reactant: [CH3:1][O:2][CH2:3][CH2:4][O:5][C:6]1[CH:26]=[CH:25][C:9]([O:10][C:11]2[CH:16]=[C:15]([CH3:17])[C:14]([C:18]3[N:19]=[C:20]([NH2:23])[S:21][CH:22]=3)=[C:13]([CH3:24])[CH:12]=2)=[CH:8][CH:7]=1.C([N:29]([CH2:32][CH3:33])[CH2:30][CH3:31])C.[F:34]C1C=C(C=CN=1)C(O)=O.Cl.C(N=C=NCCCN(C)C)C.[OH:56][C:57]1[C:65]2N=NNC=2C=CC=1. Product: [F:34][C:31]1[CH:30]=[N:29][CH:32]=[CH:33][C:65]=1[C:57]([NH:23][C:20]1[S:21][CH:22]=[C:18]([C:14]2[C:15]([CH3:17])=[CH:16][C:11]([O:10][C:9]3[CH:8]=[CH:7][C:6]([O:5][CH2:4][CH2:3][O:2][CH3:1])=[CH:26][CH:25]=3)=[CH:12][C:13]=2[CH3:24])[N:19]=1)=[O:56]. The catalyst class is: 2. (3) Reactant: [NH2:1][C:2]1[CH:7]=[CH:6][C:5]([O:8][CH:9]2[CH2:12][CH2:11][CH2:10]2)=[CH:4][C:3]=1[C:13]1[CH:14]=[C:15]([CH:30]=[CH:31][N:32]=1)[C:16]([NH:18][CH2:19][C:20]1[CH:25]=[CH:24][CH:23]=[C:22]([C:26]([F:29])([F:28])[F:27])[CH:21]=1)=[O:17].[CH3:33][N:34]([CH2:46][CH2:47][N:48]1[CH2:53][CH2:52][O:51][CH2:50][CH2:49]1)[C:35]([C:37]1[CH:38]=[C:39]([CH:43]=[CH:44][CH:45]=1)[C:40](O)=[O:41])=[O:36].CN(C(ON1N=NC2C=CC=NC1=2)=[N+](C)C)C.F[P-](F)(F)(F)(F)F.CCN(C(C)C)C(C)C. Product: [CH:9]1([O:8][C:5]2[CH:6]=[CH:7][C:2]([NH:1][C:40](=[O:41])[C:39]3[CH:43]=[CH:44][CH:45]=[C:37]([C:35]([N:34]([CH3:33])[CH2:46][CH2:47][N:48]4[CH2:49][CH2:50][O:51][CH2:52][CH2:53]4)=[O:36])[CH:38]=3)=[C:3]([C:13]3[CH:14]=[C:15]([C:16](=[O:17])[NH:18][CH2:19][C:20]4[CH:25]=[CH:24][CH:23]=[C:22]([C:26]([F:27])([F:28])[F:29])[CH:21]=4)[CH:30]=[CH:31][N:32]=3)[CH:4]=2)[CH2:10][CH2:11][CH2:12]1. The catalyst class is: 3.